Dataset: Full USPTO retrosynthesis dataset with 1.9M reactions from patents (1976-2016). Task: Predict the reactants needed to synthesize the given product. Given the product [C:1]12([C:11]3[CH:12]=[C:13]([CH:16]=[CH:17][C:18]=3[O:19][CH:27]([CH3:29])[CH3:28])[CH:14]=[O:15])[CH2:2][CH:3]3[CH2:9][CH:7]([CH2:6][CH:5]([CH2:4]3)[CH2:10]1)[CH2:8]2, predict the reactants needed to synthesize it. The reactants are: [C:1]12([C:11]3[CH:12]=[C:13]([CH:16]=[CH:17][C:18]=3[OH:19])[CH:14]=[O:15])[CH2:10][CH:5]3[CH2:6][CH:7]([CH2:9][CH:3]([CH2:4]3)[CH2:2]1)[CH2:8]2.C([O-])([O-])=O.[K+].[K+].Br[CH:27]([CH3:29])[CH3:28].